The task is: Predict the reaction yield, written as a fraction of the theoretical maximum amount of product (1.0 means a 100% yield; for example, 0.34 means a 34% yield).. This data is from Reaction yield outcomes from USPTO patents with 853,638 reactions. (1) The reactants are C([O:5][C:6]([C:8]12[CH2:15][CH2:14][CH:11]([CH:12]=[CH:13]1)[N:10]([C:16]([O:18][CH2:19][C:20]1[CH:25]=[CH:24][CH:23]=[CH:22][CH:21]=1)=[O:17])[O:9]2)=[O:7])CCC.[OH-].[Na+]. The catalyst is O1CCOCC1. The product is [CH2:19]([O:18][C:16]([N:10]1[CH:11]2[CH2:14][CH2:15][C:8]([C:6]([OH:7])=[O:5])([CH:13]=[CH:12]2)[O:9]1)=[O:17])[C:20]1[CH:21]=[CH:22][CH:23]=[CH:24][CH:25]=1. The yield is 0.840. (2) The reactants are O[C:2]1C(C2[C@H](C(C)=C)CCC(C)=C2)=C(C=C(CCCCC)[CH:12]=1)OCC(O)=O.[CH3:28][C:29]1[CH2:34][CH2:33][C@@H:32]([C:35]([CH3:37])=[CH2:36])[CH:31]([C:38]2[C:43](=[O:44])[CH:42]=[C:41]([CH2:45][CH2:46][CH2:47][CH2:48][CH3:49])[C:40](=[O:50])[C:39]=2[O:51][CH2:52][C:53]([OH:55])=[O:54])[CH:30]=1.FC(F)(F)C(OC1C(OC(=O)C(F)(F)F)=C(I)C=CC=1)=O. No catalyst specified. The product is [CH2:2]([CH:52]([O:51][C:39]1[C:40](=[O:50])[C:41]([CH2:45][CH2:46][CH2:47][CH2:48][CH3:49])=[CH:42][C:43](=[O:44])[C:38]=1[CH:31]1[C@H:32]([C:35]([CH3:37])=[CH2:36])[CH2:33][CH2:34][C:29]([CH3:28])=[CH:30]1)[C:53]([OH:55])=[O:54])[CH3:12]. The yield is 0.200. (3) The reactants are CN(C)[CH2:3][CH2:4]N(C)C.N#N.CCO.[Li]C(CC)C.[Cl:19][C:20]1[CH:28]=C[C:23]([C:24]([OH:26])=[O:25])=[CH:22][CH:21]=1. The catalyst is C1COCC1. The product is [Cl:19][C:20]1[CH:21]=[CH:22][C:23]([C:24]([OH:26])=[O:25])=[C:3]([CH3:4])[CH:28]=1. The yield is 0.780. (4) The reactants are [N+:1]([C:4]1[N:5]=[C:6]2[N:11]([CH:12]=1)[CH2:10][C@H:9]([OH:13])[CH2:8][O:7]2)([O-:3])=[O:2].[Br:14][C:15]1[CH:20]=[CH:19][N:18]=[C:17]([CH2:21]Cl)[CH:16]=1.[H-].[Na+]. The yield is 0.540. The catalyst is CN(C=O)C. The product is [Br:14][C:15]1[CH:20]=[CH:19][N:18]=[C:17]([CH2:21][O:13][C@@H:9]2[CH2:8][O:7][C:6]3=[N:5][C:4]([N+:1]([O-:3])=[O:2])=[CH:12][N:11]3[CH2:10]2)[CH:16]=1. (5) The reactants are Cl.[NH:2]([C:4]1[CH:5]=[C:6]([CH:10]=[CH:11][C:12]=1[CH3:13])[C:7]([OH:9])=[O:8])[NH2:3].[CH2:14]([O:16][C:17](=[O:26])[C:18]([C:24]#[N:25])=[C:19]=COCC)[CH3:15].C(N(CC)CC)C. The catalyst is C(O)C. The product is [CH2:14]([O:16][C:17]([C:18]1[CH:19]=[N:3][N:2]([C:4]2[CH:5]=[C:6]([C:7]([OH:9])=[O:8])[CH:10]=[CH:11][C:12]=2[CH3:13])[C:24]=1[NH2:25])=[O:26])[CH3:15]. The yield is 0.680. (6) The reactants are [Cl:1][C:2]1[N:7]=[C:6]([NH:8][C:9](=[O:11])[CH3:10])[CH:5]=[C:4](Cl)[N:3]=1.[C:13]([O:17][C:18]([N:20]1[CH2:25][CH2:24][CH:23]([NH2:26])[CH2:22][CH2:21]1)=[O:19])([CH3:16])([CH3:15])[CH3:14]. The catalyst is CN(C=O)C. The product is [C:13]([O:17][C:18]([N:20]1[CH2:25][CH2:24][CH:23]([NH:26][C:4]2[CH:5]=[C:6]([NH:8][C:9](=[O:11])[CH3:10])[N:7]=[C:2]([Cl:1])[N:3]=2)[CH2:22][CH2:21]1)=[O:19])([CH3:16])([CH3:14])[CH3:15]. The yield is 0.0800.